This data is from Full USPTO retrosynthesis dataset with 1.9M reactions from patents (1976-2016). The task is: Predict the reactants needed to synthesize the given product. (1) Given the product [CH3:10][C:1]1[CH:6]=[CH:5][CH:4]=[CH:3][C:2]=1[C:7]([NH:11][C@@H:12]1[CH2:17][CH2:16][CH2:15][NH:14][CH2:13]1)=[O:8], predict the reactants needed to synthesize it. The reactants are: [C:1]1([CH3:10])[C:2]([C:7](Cl)=[O:8])=[CH:3][CH:4]=[CH:5][CH:6]=1.[NH2:11][C@@H:12]1[CH2:17][CH2:16][CH2:15][N:14](C(OC(C)(C)C)=O)[CH2:13]1.CCN(C(C)C)C(C)C.C(O)C(N)(CO)CO. (2) Given the product [C:44]([C:40]1[CH:39]=[C:38]([C:31]2([C:29]([OH:30])=[O:28])[CH2:36][CH2:35][CH2:34][C:33](=[CH2:37])[CH2:32]2)[CH:43]=[CH:42][CH:41]=1)([CH3:47])([CH3:45])[CH3:46], predict the reactants needed to synthesize it. The reactants are: [F-].C([N+](CCCC)(CCCC)CCCC)CCC.O1CCCC1.C[Si](C)(C)CC[O:28][C:29]([C:31]1([C:38]2[CH:43]=[CH:42][CH:41]=[C:40]([C:44]([CH3:47])([CH3:46])[CH3:45])[CH:39]=2)[CH2:36][CH2:35][CH2:34][C:33](=[CH2:37])[CH2:32]1)=[O:30]. (3) Given the product [C:42]([NH:46][C:24]1[CH:25]=[C:20]([C:19]2[C:15]([C:11]3[CH:12]=[CH:13][CH:14]=[C:9]([N:8]=[C:7]([C:36]4[CH:41]=[CH:40][CH:39]=[CH:38][CH:37]=4)[C:1]4[CH:6]=[CH:5][CH:4]=[CH:3][CH:2]=4)[CH:10]=3)=[N:16][N:17]([CH2:27][C:28]3[CH:33]=[CH:32][C:31]([O:34][CH3:35])=[CH:30][CH:29]=3)[CH:18]=2)[CH:21]=[CH:22][N:23]=1)([CH3:45])([CH3:44])[CH3:43], predict the reactants needed to synthesize it. The reactants are: [C:1]1([C:7]([C:36]2[CH:41]=[CH:40][CH:39]=[CH:38][CH:37]=2)=[N:8][C:9]2[CH:14]=[CH:13][CH:12]=[C:11]([C:15]3[C:19]([C:20]4[CH:25]=[CH:24][N+:23]([O-])=[CH:22][CH:21]=4)=[CH:18][N:17]([CH2:27][C:28]4[CH:33]=[CH:32][C:31]([O:34][CH3:35])=[CH:30][CH:29]=4)[N:16]=3)[CH:10]=2)[CH:6]=[CH:5][CH:4]=[CH:3][CH:2]=1.[C:42]([NH2:46])([CH3:45])([CH3:44])[CH3:43].C1(C)C=CC(S(OS(C2C=CC(C)=CC=2)(=O)=O)(=O)=O)=CC=1.ClCCl. (4) Given the product [CH2:1]([O:3][C:4]([C:6]1[S:20][C:9]2[CH2:10][CH2:11][N:12]([C:15]([O:17][CH2:18][CH3:19])=[O:16])[CH2:13][CH2:14][C:8]=2[C:7]=1[O:21][CH3:22])=[O:5])[CH3:2], predict the reactants needed to synthesize it. The reactants are: [CH2:1]([O:3][C:4]([C:6]1[S:20][C:9]2[CH2:10][CH2:11][N:12]([C:15]([O:17][CH2:18][CH3:19])=[O:16])[CH2:13][CH2:14][C:8]=2[C:7]=1[OH:21])=[O:5])[CH3:2].[CH2:22]1COCC1.C(N(C(C)C)CC)(C)C.[Si](C=[N+]=[N-])(C)(C)C. (5) Given the product [CH3:40][N:41]([CH3:42])[C:2]1[C:7]([C:8]2[CH:9]=[C:10]([CH:14]([OH:20])[C:15]([N:17]([CH3:18])[CH3:19])=[O:16])[CH:11]=[N:12][CH:13]=2)=[CH:6][N:5]=[C:4]2[NH:21][CH:22]=[C:23]([C:24]3[CH:29]=[CH:28][CH:27]=[CH:26][C:25]=3[O:30][CH3:31])[C:3]=12, predict the reactants needed to synthesize it. The reactants are: Cl[C:2]1[C:7]([C:8]2[CH:9]=[C:10]([CH:14]([OH:20])[C:15]([N:17]([CH3:19])[CH3:18])=[O:16])[CH:11]=[N:12][CH:13]=2)=[CH:6][N:5]=[C:4]2[N:21](COCC[Si](C)(C)C)[CH:22]=[C:23]([C:24]3[CH:29]=[CH:28][CH:27]=[CH:26][C:25]=3[O:30][CH3:31])[C:3]=12.[CH3:40][NH:41][CH3:42].F[P-](F)(F)(F)(F)F.N1(OC(N(C)C)=[N+](C)C)C2N=CC=CC=2N=N1.Cl.CNC.C(N(CC)C(C)C)(C)C. (6) The reactants are: [Br:1][C:2]1[CH:3]=[N:4][C:5]2[N:6]([N:8]=[C:9]([C:11]([OH:13])=O)[CH:10]=2)[CH:7]=1.[CH3:14][CH:15]1[C:24]2[C:19](=[CH:20][CH:21]=[CH:22][C:23]=2[N:25]2[CH2:30][CH2:29][O:28][CH2:27][CH2:26]2)[CH2:18][CH2:17][NH:16]1. Given the product [Br:1][C:2]1[CH:3]=[N:4][C:5]2[N:6]([N:8]=[C:9]([C:11]([N:16]3[CH2:17][CH2:18][C:19]4[C:24](=[C:23]([N:25]5[CH2:30][CH2:29][O:28][CH2:27][CH2:26]5)[CH:22]=[CH:21][CH:20]=4)[CH:15]3[CH3:14])=[O:13])[CH:10]=2)[CH:7]=1, predict the reactants needed to synthesize it.